Predict the reactants needed to synthesize the given product. From a dataset of Full USPTO retrosynthesis dataset with 1.9M reactions from patents (1976-2016). (1) Given the product [CH2:36]([N:3]([CH2:1][CH3:2])[CH2:4][CH2:5][CH2:6][NH:7][C:8]1[N:9]=[C:10]([C:27]2[CH:35]=[CH:34][C:30]([C:31]([NH:74][C:73]3[CH:75]=[CH:76][C:70]([F:69])=[CH:71][CH:72]=3)=[O:32])=[CH:29][CH:28]=2)[C:11]2[CH:17]=[CH:16][C:15](=[O:18])[N:14]([C:19]3[C:20]([F:26])=[CH:21][CH:22]=[CH:23][C:24]=3[F:25])[C:12]=2[N:13]=1)[CH3:37], predict the reactants needed to synthesize it. The reactants are: [CH2:1]([N:3]([CH2:36][CH3:37])[CH2:4][CH2:5][CH2:6][NH:7][C:8]1[N:9]=[C:10]([C:27]2[CH:35]=[CH:34][C:30]([C:31](O)=[O:32])=[CH:29][CH:28]=2)[C:11]2[CH:17]=[CH:16][C:15](=[O:18])[N:14]([C:19]3[C:24]([F:25])=[CH:23][CH:22]=[CH:21][C:20]=3[F:26])[C:12]=2[N:13]=1)[CH3:2].CN(C(ON1N=NC2C=CC=CC1=2)=[N+](C)C)C.F[P-](F)(F)(F)(F)F.C(N(CC)CC)C.[F:69][C:70]1[CH:76]=[CH:75][C:73]([NH2:74])=[CH:72][CH:71]=1. (2) Given the product [Br:1][C:2]1[C:3]([CH2:10][CH2:11][C:12]([O:14][CH2:15][CH3:16])=[O:13])=[CH:4][C:5]([O:8][CH3:9])=[N:6][CH:7]=1, predict the reactants needed to synthesize it. The reactants are: [Br:1][C:2]1[C:3](/[CH:10]=[CH:11]/[C:12]([O:14][CH2:15][CH3:16])=[O:13])=[CH:4][C:5]([O:8][CH3:9])=[N:6][CH:7]=1. (3) Given the product [Br:11][C:12]1[C:17]([CH3:18])=[CH:16][N:15]=[C:14]([CH:19]=[O:20])[CH:13]=1, predict the reactants needed to synthesize it. The reactants are: CS(C)=O.C(Cl)(=O)C(Cl)=O.[Br:11][C:12]1[C:17]([CH3:18])=[CH:16][N:15]=[C:14]([CH2:19][OH:20])[CH:13]=1.C(N(CC)CC)C. (4) Given the product [N:33]12[CH2:38][CH2:37][CH:36]([CH2:35][CH2:34]1)[C@@H:31]([O:30][C:29](=[O:39])[N:22]([C:15]1[CH:16]=[CH:17][CH:18]=[CH:19][CH:20]=1)[CH2:21][C:17]1[CH:18]=[CH:19][CH:20]=[C:15]([O:14][CH2:13][CH2:12][CH2:11][CH2:10][CH2:9][CH2:8][CH2:7][CH2:6][CH:2]3[O:1][CH2:5][CH2:4][O:3]3)[CH:16]=1)[CH2:32]2, predict the reactants needed to synthesize it. The reactants are: [O:1]1[CH2:5][CH2:4][O:3][CH:2]1[CH2:6][CH2:7][CH2:8][CH2:9][CH2:10][CH2:11][CH2:12][CH2:13][O:14][C:15]1[CH:16]=[C:17]([CH:21](C2C=CC=CC=2)[NH2:22])[CH:18]=[CH:19][CH:20]=1.[C:29](Cl)(=[O:39])[O:30][C@@H:31]1[CH:36]2[CH2:37][CH2:38][N:33]([CH2:34][CH2:35]2)[CH2:32]1.O.